Dataset: NCI-60 drug combinations with 297,098 pairs across 59 cell lines. Task: Regression. Given two drug SMILES strings and cell line genomic features, predict the synergy score measuring deviation from expected non-interaction effect. (1) Cell line: UO-31. Drug 1: CC1C(C(CC(O1)OC2CC(OC(C2O)C)OC3=CC4=CC5=C(C(=O)C(C(C5)C(C(=O)C(C(C)O)O)OC)OC6CC(C(C(O6)C)O)OC7CC(C(C(O7)C)O)OC8CC(C(C(O8)C)O)(C)O)C(=C4C(=C3C)O)O)O)O. Drug 2: N.N.Cl[Pt+2]Cl. Synergy scores: CSS=44.1, Synergy_ZIP=-5.98, Synergy_Bliss=0.699, Synergy_Loewe=0.366, Synergy_HSA=3.64. (2) Drug 1: C1=CC(=CC=C1C#N)C(C2=CC=C(C=C2)C#N)N3C=NC=N3. Drug 2: C1CN1P(=S)(N2CC2)N3CC3. Cell line: NCI/ADR-RES. Synergy scores: CSS=21.7, Synergy_ZIP=-7.69, Synergy_Bliss=-3.33, Synergy_Loewe=1.01, Synergy_HSA=1.08. (3) Drug 1: C1CCC(CC1)NC(=O)N(CCCl)N=O. Drug 2: CC12CCC3C(C1CCC2O)C(CC4=C3C=CC(=C4)O)CCCCCCCCCS(=O)CCCC(C(F)(F)F)(F)F. Cell line: DU-145. Synergy scores: CSS=6.67, Synergy_ZIP=-0.578, Synergy_Bliss=1.26, Synergy_Loewe=0.0368, Synergy_HSA=0.324. (4) Drug 1: CCC1=C2CN3C(=CC4=C(C3=O)COC(=O)C4(CC)O)C2=NC5=C1C=C(C=C5)O. Drug 2: C1CN(P(=O)(OC1)NCCCl)CCCl. Cell line: ACHN. Synergy scores: CSS=26.2, Synergy_ZIP=3.10, Synergy_Bliss=4.91, Synergy_Loewe=-22.6, Synergy_HSA=1.63. (5) Drug 1: CC1CCC2CC(C(=CC=CC=CC(CC(C(=O)C(C(C(=CC(C(=O)CC(OC(=O)C3CCCCN3C(=O)C(=O)C1(O2)O)C(C)CC4CCC(C(C4)OC)O)C)C)O)OC)C)C)C)OC. Drug 2: CC1=C(C(=O)C2=C(C1=O)N3CC4C(C3(C2COC(=O)N)OC)N4)N. Cell line: OVCAR-4. Synergy scores: CSS=24.4, Synergy_ZIP=-6.35, Synergy_Bliss=-0.220, Synergy_Loewe=1.21, Synergy_HSA=2.34. (6) Drug 1: COC1=CC(=CC(=C1O)OC)C2C3C(COC3=O)C(C4=CC5=C(C=C24)OCO5)OC6C(C(C7C(O6)COC(O7)C8=CC=CS8)O)O. Drug 2: C1=CC=C(C=C1)NC(=O)CCCCCCC(=O)NO. Cell line: OVCAR3. Synergy scores: CSS=32.5, Synergy_ZIP=-9.90, Synergy_Bliss=1.59, Synergy_Loewe=-1.65, Synergy_HSA=2.83.